This data is from Peptide-MHC class II binding affinity with 134,281 pairs from IEDB. The task is: Regression. Given a peptide amino acid sequence and an MHC pseudo amino acid sequence, predict their binding affinity value. This is MHC class II binding data. The peptide sequence is FGNYITNDSYSKMSV. The MHC is DRB1_0101 with pseudo-sequence DRB1_0101. The binding affinity (normalized) is 0.597.